From a dataset of Catalyst prediction with 721,799 reactions and 888 catalyst types from USPTO. Predict which catalyst facilitates the given reaction. (1) Reactant: Br[C:2]1[CH:7]=[CH:6][N:5]=[C:4]([NH:8][C:9](=[O:12])[CH2:10][CH3:11])[CH:3]=1.[B:13]1([B:13]2[O:17][C:16]([CH3:19])([CH3:18])[C:15]([CH3:21])([CH3:20])[O:14]2)[O:17][C:16]([CH3:19])([CH3:18])[C:15]([CH3:21])([CH3:20])[O:14]1.C([O-])(=O)C.[K+]. Product: [CH3:20][C:15]1([CH3:21])[C:16]([CH3:19])([CH3:18])[O:17][B:13]([C:2]2[CH:7]=[CH:6][N:5]=[C:4]([NH:8][C:9](=[O:12])[CH2:10][CH3:11])[CH:3]=2)[O:14]1. The catalyst class is: 439. (2) Reactant: [Cl:1][C:2]1[CH:3]=[C:4]2[C:8](=[CH:9][CH:10]=1)[N:7]([CH2:11][CH2:12][CH2:13][S:14]([CH3:17])(=[O:16])=[O:15])[C:6]([CH2:18][OH:19])=[CH:5]2. Product: [CH3:13][S:14]([O:19][CH2:18][C:6]1[N:7]([CH2:11][CH2:12][CH2:13][S:14]([CH3:17])(=[O:16])=[O:15])[C:8]2[C:4]([CH:5]=1)=[CH:3][C:2]([Cl:1])=[CH:10][CH:9]=2)(=[O:16])=[O:15]. The catalyst class is: 34. (3) Reactant: [Br:1][C:2]1[C:6]2[CH:7]=[N:8][CH:9]=[CH:10][C:5]=2[NH:4][N:3]=1.[H-].[Na+].[Cl:13][C:14]1[CH:19]=[CH:18][CH:17]=[CH:16][C:15]=1[S:20](Cl)(=[O:22])=[O:21]. Product: [Br:1][C:2]1[C:6]2[CH:7]=[N:8][CH:9]=[CH:10][C:5]=2[N:4]([S:20]([C:15]2[CH:16]=[CH:17][CH:18]=[CH:19][C:14]=2[Cl:13])(=[O:22])=[O:21])[N:3]=1. The catalyst class is: 1. (4) Reactant: [CH3:1][O:2][C:3](=[O:23])[CH2:4][CH2:5][C:6]1([N+:20]([O-:22])=[O:21])[CH2:14][C:13]2[NH:12][N:11]=[C:10]([C:15]([O:17][CH2:18][CH3:19])=[O:16])[C:9]=2[CH2:8][CH2:7]1.O1CCCC1.[H-].[Na+].Cl[CH2:32][O:33][CH2:34][CH2:35][Si:36]([CH3:39])([CH3:38])[CH3:37]. Product: [CH3:1][O:2][C:3](=[O:23])[CH2:4][CH2:5][C:6]1([N+:20]([O-:22])=[O:21])[CH2:14][C:13]2[N:12]([CH2:32][O:33][CH2:34][CH2:35][Si:36]([CH3:39])([CH3:38])[CH3:37])[N:11]=[C:10]([C:15]([O:17][CH2:18][CH3:19])=[O:16])[C:9]=2[CH2:8][CH2:7]1. The catalyst class is: 6. (5) Reactant: C(O[C:6]([N:8]1[CH2:12][C@@H:11]([Cl:13])[C@H:10]2[O:14][CH2:15][C@@H:16]([OH:17])[C@H:9]12)=[O:7])(C)(C)C.C(Cl)(=O)C.CN(C(ON1N=NC2C=CC=NC1=2)=[N+](C)C)C.F[P-](F)(F)(F)(F)F.[C:46]([NH:53][C@H:54](C(O)=O)[CH2:55][CH:56]([CH3:58])[CH3:57])([O:48]C(C)(C)C)=O.Cl.[F:63][C:64]1[CH:65]=[C:66]([CH:70]=[CH:71][C:72]=1[C:73]1[N:74]=[C:75]([N:78]2[CH2:83][CH2:82][N:81]([CH3:84])[CH2:80][CH2:79]2)[S:76][CH:77]=1)C(O)=O. Product: [Cl:13][C@@H:11]1[CH2:12][N:8]([C:6]([C@@H:54]([NH:53][C:46](=[O:48])[C:66]2[CH:70]=[CH:71][C:72]([C:73]3[N:74]=[C:75]([N:78]4[CH2:79][CH2:80][N:81]([CH3:84])[CH2:82][CH2:83]4)[S:76][CH:77]=3)=[C:64]([F:63])[CH:65]=2)[CH2:55][CH:56]([CH3:57])[CH3:58])=[O:7])[C@H:9]2[C@H:16]([OH:17])[CH2:15][O:14][C@H:10]12. The catalyst class is: 5. (6) Reactant: [C:1]([NH:4][CH2:5][C:6]([NH:8][C:9]1[C:10]([CH:17]2[CH2:21][CH2:20][CH2:19][CH2:18]2)=[N:11][NH:12][C:13]=1[C:14]([NH2:16])=[O:15])=O)(=[O:3])[CH3:2].CC(C)([O-])C.[K+]. Product: [CH:17]1([C:10]2[C:9]3[N:8]=[C:6]([CH2:5][NH:4][C:1](=[O:3])[CH3:2])[NH:16][C:14](=[O:15])[C:13]=3[NH:12][N:11]=2)[CH2:21][CH2:20][CH2:19][CH2:18]1. The catalyst class is: 32.